This data is from Catalyst prediction with 721,799 reactions and 888 catalyst types from USPTO. The task is: Predict which catalyst facilitates the given reaction. (1) Reactant: [C:1]1([C@H:7]([NH2:9])[CH3:8])[CH:6]=[CH:5][CH:4]=[CH:3][CH:2]=1.Cl[CH2:11][CH2:12][CH2:13][OH:14].C(=O)([O-])[O-].[K+].[K+]. Product: [C:1]1([C@H:7]([NH:9][CH2:11][CH2:12][CH2:13][OH:14])[CH3:8])[CH:6]=[CH:5][CH:4]=[CH:3][CH:2]=1. The catalyst class is: 6. (2) Reactant: [F:1][C:2]1[CH:7]=[CH:6][CH:5]=[CH:4][C:3]=1[C:8]1[C:13]([CH:14]=O)=[C:12]([NH:16][C:17]2[CH:22]=[CH:21][CH:20]=[CH:19][C:18]=2[F:23])[N:11]=[C:10]([S:24][CH3:25])[N:9]=1.[CH3:26][C:27](OC(C)=O)=[O:28]. Product: [F:1][C:2]1[CH:7]=[CH:6][CH:5]=[CH:4][C:3]=1[C:8]1[C:13]2[CH:14]=[CH:26][C:27](=[O:28])[N:16]([C:17]3[CH:22]=[CH:21][CH:20]=[CH:19][C:18]=3[F:23])[C:12]=2[N:11]=[C:10]([S:24][CH3:25])[N:9]=1. The catalyst class is: 17.